The task is: Predict the reactants needed to synthesize the given product.. This data is from Full USPTO retrosynthesis dataset with 1.9M reactions from patents (1976-2016). Given the product [Cl:34][C:2]([Cl:33])([Cl:1])[CH2:3][O:4][C:5]([C@@H:7]1[CH2:12][CH2:11][CH2:10][N:9]([C:13](=[O:32])[C@@H:14]([NH:16][C:17](=[O:31])[C@@H:18]([NH:22][C:23](=[O:30])[C:24]([C:28]#[N:29])([CH3:27])/[CH:25]=[CH:26]/[C:36]2[CH:45]=[C:44]3[C:39]([CH:40]=[CH:41][C:42]([C@H:46]([OH:48])[CH3:47])=[N:43]3)=[CH:38][CH:37]=2)[CH:19]([CH3:21])[CH3:20])[CH3:15])[NH:8]1)=[O:6], predict the reactants needed to synthesize it. The reactants are: [Cl:1][C:2]([Cl:34])([Cl:33])[CH2:3][O:4][C:5]([C@@H:7]1[CH2:12][CH2:11][CH2:10][N:9]([C:13](=[O:32])[C@@H:14]([NH:16][C:17](=[O:31])[C@@H:18]([NH:22][C:23](=[O:30])[C:24]([C:28]#[N:29])([CH3:27])[CH:25]=[CH2:26])[CH:19]([CH3:21])[CH3:20])[CH3:15])[NH:8]1)=[O:6].Br[C:36]1[CH:45]=[C:44]2[C:39]([CH:40]=[CH:41][C:42]([C@H:46]([OH:48])[CH3:47])=[N:43]2)=[CH:38][CH:37]=1.C1(C)C=CC=CC=1P(C1C=CC=CC=1C)C1C=CC=CC=1C.C1(CNCC2CCCCC2)CCCCC1.